Dataset: NCI-60 drug combinations with 297,098 pairs across 59 cell lines. Task: Regression. Given two drug SMILES strings and cell line genomic features, predict the synergy score measuring deviation from expected non-interaction effect. (1) Drug 1: CNC(=O)C1=NC=CC(=C1)OC2=CC=C(C=C2)NC(=O)NC3=CC(=C(C=C3)Cl)C(F)(F)F. Drug 2: C1=CC=C(C(=C1)C(C2=CC=C(C=C2)Cl)C(Cl)Cl)Cl. Cell line: HS 578T. Synergy scores: CSS=-3.89, Synergy_ZIP=8.97, Synergy_Bliss=5.96, Synergy_Loewe=0.754, Synergy_HSA=0.754. (2) Drug 1: C1C(C(OC1N2C=NC3=C(N=C(N=C32)Cl)N)CO)O. Drug 2: CCC1=C2CN3C(=CC4=C(C3=O)COC(=O)C4(CC)O)C2=NC5=C1C=C(C=C5)O. Cell line: SF-539. Synergy scores: CSS=22.1, Synergy_ZIP=-0.383, Synergy_Bliss=3.00, Synergy_Loewe=-12.5, Synergy_HSA=1.24. (3) Drug 1: CN1C(=O)N2C=NC(=C2N=N1)C(=O)N. Drug 2: C1=NC2=C(N=C(N=C2N1C3C(C(C(O3)CO)O)F)Cl)N. Cell line: UACC62. Synergy scores: CSS=2.03, Synergy_ZIP=-0.701, Synergy_Bliss=-0.262, Synergy_Loewe=0.222, Synergy_HSA=-0.625. (4) Synergy scores: CSS=38.4, Synergy_ZIP=-7.78, Synergy_Bliss=-3.37, Synergy_Loewe=-23.3, Synergy_HSA=-2.06. Drug 1: C1=C(C(=O)NC(=O)N1)N(CCCl)CCCl. Drug 2: CCC1(CC2CC(C3=C(CCN(C2)C1)C4=CC=CC=C4N3)(C5=C(C=C6C(=C5)C78CCN9C7C(C=CC9)(C(C(C8N6C)(C(=O)OC)O)OC(=O)C)CC)OC)C(=O)OC)O.OS(=O)(=O)O. Cell line: M14. (5) Cell line: MDA-MB-435. Drug 2: CN(CC1=CN=C2C(=N1)C(=NC(=N2)N)N)C3=CC=C(C=C3)C(=O)NC(CCC(=O)O)C(=O)O. Synergy scores: CSS=32.1, Synergy_ZIP=0.696, Synergy_Bliss=-1.10, Synergy_Loewe=-39.4, Synergy_HSA=-3.99. Drug 1: CC1=C(N=C(N=C1N)C(CC(=O)N)NCC(C(=O)N)N)C(=O)NC(C(C2=CN=CN2)OC3C(C(C(C(O3)CO)O)O)OC4C(C(C(C(O4)CO)O)OC(=O)N)O)C(=O)NC(C)C(C(C)C(=O)NC(C(C)O)C(=O)NCCC5=NC(=CS5)C6=NC(=CS6)C(=O)NCCC[S+](C)C)O. (6) Drug 1: CN1C(=O)N2C=NC(=C2N=N1)C(=O)N. Drug 2: CC1=C2C(C(=O)C3(C(CC4C(C3C(C(C2(C)C)(CC1OC(=O)C(C(C5=CC=CC=C5)NC(=O)OC(C)(C)C)O)O)OC(=O)C6=CC=CC=C6)(CO4)OC(=O)C)O)C)O. Cell line: MDA-MB-435. Synergy scores: CSS=-1.94, Synergy_ZIP=-0.0112, Synergy_Bliss=-3.67, Synergy_Loewe=-5.95, Synergy_HSA=-5.59. (7) Drug 1: C#CCC(CC1=CN=C2C(=N1)C(=NC(=N2)N)N)C3=CC=C(C=C3)C(=O)NC(CCC(=O)O)C(=O)O. Drug 2: N.N.Cl[Pt+2]Cl. Cell line: OVCAR3. Synergy scores: CSS=41.1, Synergy_ZIP=-4.08, Synergy_Bliss=-6.19, Synergy_Loewe=-3.22, Synergy_HSA=-3.68. (8) Drug 1: C1=NC2=C(N1)C(=S)N=C(N2)N. Drug 2: CC1CCC2CC(C(=CC=CC=CC(CC(C(=O)C(C(C(=CC(C(=O)CC(OC(=O)C3CCCCN3C(=O)C(=O)C1(O2)O)C(C)CC4CCC(C(C4)OC)O)C)C)O)OC)C)C)C)OC. Cell line: HT29. Synergy scores: CSS=40.3, Synergy_ZIP=-5.92, Synergy_Bliss=-5.48, Synergy_Loewe=-5.57, Synergy_HSA=-2.47. (9) Drug 1: C1=C(C(=O)NC(=O)N1)F. Drug 2: N.N.Cl[Pt+2]Cl. Cell line: NCI-H460. Synergy scores: CSS=33.8, Synergy_ZIP=-4.05, Synergy_Bliss=-13.5, Synergy_Loewe=-21.2, Synergy_HSA=-13.9.